From a dataset of Catalyst prediction with 721,799 reactions and 888 catalyst types from USPTO. Predict which catalyst facilitates the given reaction. (1) Product: [CH:27]1([CH2:26][C@@H:13]([C:12]([NH:11][NH:10][C:4]2[C:3]([F:33])=[C:2]([N:39]3[CH2:40][CH2:41][N:36]([CH2:34][CH3:35])[CH2:37][CH2:38]3)[N:7]=[C:6]([O:8][CH3:9])[N:5]=2)=[O:32])[CH2:14][N:15]([O:18][CH2:19][C:20]2[CH:25]=[CH:24][CH:23]=[CH:22][CH:21]=2)[CH:16]=[O:17])[CH2:31][CH2:30][CH2:29][CH2:28]1. The catalyst class is: 16. Reactant: Cl[C:2]1[N:7]=[C:6]([O:8][CH3:9])[N:5]=[C:4]([NH:10][NH:11][C:12](=[O:32])[C@H:13]([CH2:26][CH:27]2[CH2:31][CH2:30][CH2:29][CH2:28]2)[CH2:14][N:15]([O:18][CH2:19][C:20]2[CH:25]=[CH:24][CH:23]=[CH:22][CH:21]=2)[CH:16]=[O:17])[C:3]=1[F:33].[CH2:34]([N:36]1[CH2:41][CH2:40][NH:39][CH2:38][CH2:37]1)[CH3:35].C(N(C(C)C)CC)(C)C. (2) Product: [OH:34][C@H:32]([CH3:33])[C@H:27]([NH:26][C:16]([C@@H:12]1[CH2:13][CH2:14][CH2:15][N:11]1[C:9]([O:8][CH2:1][C:2]1[CH:3]=[CH:4][CH:5]=[CH:6][CH:7]=1)=[O:10])=[O:18])[C:28]([O:30][CH3:31])=[O:29]. The catalyst class is: 59. Reactant: [CH2:1]([O:8][C:9]([N:11]1[CH2:15][CH2:14][CH2:13][C@H:12]1[C:16]([OH:18])=O)=[O:10])[C:2]1[CH:7]=[CH:6][CH:5]=[CH:4][CH:3]=1.CN1CCOCC1.[NH2:26][C@@H:27]([C@H:32]([OH:34])[CH3:33])[C:28]([O:30][CH3:31])=[O:29]. (3) Reactant: Br[C:2]1[C:3]([F:11])=[C:4]2[C:8](=[CH:9][CH:10]=1)[NH:7][N:6]=[CH:5]2.[H-].[Na+].C([Li])CCC.Cl.[C:20](=O)(O)[O-:21].[Na+]. Product: [F:11][C:3]1[C:2]([CH:20]=[O:21])=[CH:10][CH:9]=[C:8]2[C:4]=1[CH:5]=[N:6][NH:7]2. The catalyst class is: 3. (4) Reactant: [NH2:1][C:2]1[O:6][CH:5]([C:7]2[CH:12]=[CH:11][CH:10]=[C:9]([F:13])[C:8]=2[F:14])[C:4](=[O:15])[C:3]=1[OH:16].C(N(CC)CC)C.[C:24]1([CH2:30][S:31](Cl)(=[O:33])=[O:32])[CH:29]=[CH:28][CH:27]=[CH:26][CH:25]=1.[Cl-].[NH4+]. Product: [F:14][C:8]1[C:9]([F:13])=[CH:10][CH:11]=[CH:12][C:7]=1[CH:5]1[C:4](=[O:15])[C:3]([O:16][S:31]([CH2:30][C:24]2[CH:29]=[CH:28][CH:27]=[CH:26][CH:25]=2)(=[O:33])=[O:32])=[C:2]([NH2:1])[O:6]1. The catalyst class is: 1. (5) Reactant: [CH3:1][N:2]1[C:6]2[CH:7]=[C:8]([N+:11]([O-])=O)[CH:9]=[CH:10][C:5]=2[N:4]=[C:3]1[S:14][CH2:15][C:16]1[N:20]([CH2:21][CH2:22][CH3:23])[CH:19]=[N:18][CH:17]=1.[Cl-].[Ca+2].[Cl-]. Product: [NH2:11][C:8]1[CH:9]=[CH:10][C:5]2[N:4]=[C:3]([S:14][CH2:15][C:16]3[N:20]([CH2:21][CH2:22][CH3:23])[CH:19]=[N:18][CH:17]=3)[N:2]([CH3:1])[C:6]=2[CH:7]=1. The catalyst class is: 8.